This data is from Forward reaction prediction with 1.9M reactions from USPTO patents (1976-2016). The task is: Predict the product of the given reaction. (1) The product is: [Cl:1][C:2]1[CH:3]=[C:4]([C@H:9]([CH2:13][CH2:14][OH:15])[CH2:10][N:11]([CH3:12])[C:33]([C:25]2[C:26]3[C:31](=[CH:30][CH:29]=[CH:28][CH:27]=3)[CH:32]=[C:23]([C:21]#[N:22])[C:24]=2[O:36][CH3:37])=[O:34])[CH:5]=[CH:6][C:7]=1[Cl:8]. Given the reactants [Cl:1][C:2]1[CH:3]=[C:4]([C@H:9]([CH2:13][CH2:14][OH:15])[CH2:10][NH:11][CH3:12])[CH:5]=[CH:6][C:7]=1[Cl:8].C(=O)(O)[O-].[Na+].[C:21]([C:23]1[C:24]([O:36][CH3:37])=[C:25]([C:33](Cl)=[O:34])[C:26]2[C:31]([CH:32]=1)=[CH:30][CH:29]=[CH:28][CH:27]=2)#[N:22], predict the reaction product. (2) Given the reactants [CH:1]1([CH2:4][O:5][C:6]2[N:11]=[C:10]([C:12]([OH:14])=O)[CH:9]=[CH:8][C:7]=2[N:15]2[CH2:18][C:17]([F:20])([F:19])[CH2:16]2)[CH2:3][CH2:2]1.[NH:21]1[CH2:25][CH2:24][CH2:23][C@H:22]1[CH2:26][OH:27], predict the reaction product. The product is: [CH:1]1([CH2:4][O:5][C:6]2[N:11]=[C:10]([C:12]([N:21]3[CH2:25][CH2:24][CH2:23][C@H:22]3[CH2:26][OH:27])=[O:14])[CH:9]=[CH:8][C:7]=2[N:15]2[CH2:18][C:17]([F:20])([F:19])[CH2:16]2)[CH2:2][CH2:3]1.